Dataset: Peptide-MHC class II binding affinity with 134,281 pairs from IEDB. Task: Regression. Given a peptide amino acid sequence and an MHC pseudo amino acid sequence, predict their binding affinity value. This is MHC class II binding data. (1) The peptide sequence is LWEVKSAKPLTGPMN. The MHC is DRB5_0101 with pseudo-sequence DRB5_0101. The binding affinity (normalized) is 0.383. (2) The peptide sequence is TWYGKPTGAGPKDNG. The MHC is DRB1_0901 with pseudo-sequence DRB1_0901. The binding affinity (normalized) is 0.0732. (3) The peptide sequence is GVLKNEFMSLAFDYW. The MHC is HLA-DQA10102-DQB10602 with pseudo-sequence HLA-DQA10102-DQB10602. The binding affinity (normalized) is 0.551. (4) The peptide sequence is NAVSLCILTINAVASKK. The MHC is DRB1_0404 with pseudo-sequence DRB1_0404. The binding affinity (normalized) is 0.898. (5) The binding affinity (normalized) is 0.549. The peptide sequence is TAKLRWFHERGYVKL. The MHC is HLA-DQA10501-DQB10402 with pseudo-sequence HLA-DQA10501-DQB10402. (6) The peptide sequence is YVYEPFPKEVWEQIF. The binding affinity (normalized) is 0. The MHC is DRB1_0301 with pseudo-sequence DRB1_0301. (7) The peptide sequence is KGNFQRLAITKGKVD. The binding affinity (normalized) is 0.0176. The MHC is HLA-DQA10301-DQB10302 with pseudo-sequence HLA-DQA10301-DQB10302.